The task is: Predict the reaction yield, written as a fraction of the theoretical maximum amount of product (1.0 means a 100% yield; for example, 0.34 means a 34% yield).. This data is from Reaction yield outcomes from USPTO patents with 853,638 reactions. (1) The reactants are [Br:1][C:2]1[CH:3]=[C:4]([SH:8])[CH:5]=[CH:6][CH:7]=1.Br[CH2:10][CH2:11][OH:12].C([O-])([O-])=O.[Cs+].[Cs+]. The catalyst is CN(C=O)C.C(OCC)(=O)C. The product is [Br:1][C:2]1[CH:3]=[C:4]([S:8][CH2:10][CH2:11][OH:12])[CH:5]=[CH:6][CH:7]=1. The yield is 0.810. (2) The reactants are [C:1]1([NH:7][C:8]2[N:13]=[C:12]([NH2:14])[N:11]=[C:10]([C:15]3[N:19]=[C:18]([C:20]4[CH:21]=[N:22][C:23]([O:26][CH2:27][C:28]([F:31])([F:30])[F:29])=[CH:24][CH:25]=4)[O:17][N:16]=3)[N:9]=2)[CH:6]=[CH:5][CH:4]=[CH:3][CH:2]=1.C(=O)([O-])[O-].[Cs+].[Cs+].Br[CH2:39][CH2:40][O:41][CH3:42]. The catalyst is CN(C=O)C. The product is [CH3:42][O:41][CH2:40][CH2:39][N:7]([C:1]1[CH:2]=[CH:3][CH:4]=[CH:5][CH:6]=1)[C:8]1[N:13]=[C:12]([NH2:14])[N:11]=[C:10]([C:15]2[N:19]=[C:18]([C:20]3[CH:21]=[N:22][C:23]([O:26][CH2:27][C:28]([F:30])([F:29])[F:31])=[CH:24][CH:25]=3)[O:17][N:16]=2)[N:9]=1. The yield is 0.0250. (3) The reactants are [CH3:1][O:2][C:3]1[CH:10]=[CH:9][C:6]([CH2:7][Cl:8])=[CH:5][CH:4]=1.[NH2:11][C:12]([NH2:14])=[S:13]. The catalyst is C(O)C. The product is [ClH:8].[CH3:1][O:2][C:3]1[CH:10]=[CH:9][C:6]([CH2:7][NH:14][C:12](=[NH:11])[SH:13])=[CH:5][CH:4]=1. The yield is 0.990. (4) The reactants are I[CH:2]1[CH2:6][CH2:5][O:4][C:3]1=[O:7].[CH2:8]([OH:12])[CH2:9][CH:10]=[CH2:11].C(B(CC)CC)C.CCO.C([O-])(O)=O.[Na+].[PH2](O)=O.N(C(C)(C)C#N)=NC(C)(C)C#N.Cl. The catalyst is O. The product is [OH:12][CH2:8][CH2:9][CH2:10][CH2:11][CH:2]1[CH2:6][CH2:5][O:4][C:3]1=[O:7]. The yield is 0.330. (5) The reactants are CS(O[CH2:6][C:7]1[O:8][CH:9]=[C:10]([O:14][CH2:15][CH2:16][CH2:17][CH2:18][CH2:19][O:20][C:21]2[C:30]3[C:25](=[C:26]([C:31]([F:34])([F:33])[F:32])[CH:27]=[CH:28][CH:29]=3)[N:24]=[CH:23][CH:22]=2)[C:11](=[O:13])[CH:12]=1)(=O)=O.[CH3:35][N:36]1[CH2:41][CH2:40][NH:39][CH2:38][CH2:37]1. The catalyst is ClCCl. The product is [F:34][C:31]([F:33])([F:32])[C:26]1[CH:27]=[CH:28][CH:29]=[C:30]2[C:25]=1[N:24]=[CH:23][CH:22]=[C:21]2[O:20][CH2:19][CH2:18][CH2:17][CH2:16][CH2:15][O:14][C:10]1[C:11](=[O:13])[CH:12]=[C:7]([CH2:6][N:39]2[CH2:40][CH2:41][N:36]([CH3:35])[CH2:37][CH2:38]2)[O:8][CH:9]=1. The yield is 0.150. (6) The reactants are C[O:2][C:3](=[O:36])[CH:4]([CH2:24][CH:25]=[CH:26][CH2:27][P:28]([O:33]CC)([O:30][CH2:31][CH3:32])=[O:29])[CH2:5][C:6]([CH3:23])=[CH:7][CH2:8][C:9]1[C:10]([OH:22])=[C:11]2[C:15](=[C:16]([CH3:20])[C:17]=1[O:18][CH3:19])[CH2:14][O:13][C:12]2=[O:21].[OH-].[Li+]. The catalyst is CO.O. The product is [CH2:31]([O:30][P:28]([CH2:27][CH:26]=[CH:25][CH2:24][CH:4]([CH2:5][C:6]([CH3:23])=[CH:7][CH2:8][C:9]1[C:10]([OH:22])=[C:11]2[C:15](=[C:16]([CH3:20])[C:17]=1[O:18][CH3:19])[CH2:14][O:13][C:12]2=[O:21])[C:3]([OH:36])=[O:2])([OH:33])=[O:29])[CH3:32]. The yield is 0.890. (7) The reactants are [OH:1][C:2]1[CH:7]=[CH:6][C:5]([CH:8]2[CH2:13][CH2:12][C:11](=[O:14])[CH2:10][CH2:9]2)=[CH:4][CH:3]=1.C([O-])([O-])=O.[K+].[K+].I[CH:22]([CH3:24])[CH3:23]. The catalyst is CN(C=O)C. The product is [CH:22]([O:1][C:2]1[CH:3]=[CH:4][C:5]([CH:8]2[CH2:9][CH2:10][C:11](=[O:14])[CH2:12][CH2:13]2)=[CH:6][CH:7]=1)([CH3:24])[CH3:23]. The yield is 0.950. (8) The reactants are Br[CH:2]1[C:7](=[O:8])[CH2:6][CH2:5][CH:4]([C:9]2[CH:10]=[C:11]([CH:14]=[C:15]([F:17])[CH:16]=2)[C:12]#[N:13])[CH2:3]1.[N-:18]=[N+:19]=[N-:20].[Na+]. The catalyst is CN(C=O)C. The product is [N:18]([CH:2]1[C:7](=[O:8])[CH2:6][CH2:5][CH:4]([C:9]2[CH:10]=[C:11]([CH:14]=[C:15]([F:17])[CH:16]=2)[C:12]#[N:13])[CH2:3]1)=[N+:19]=[N-:20]. The yield is 1.00. (9) The reactants are CS(C)=O.C(Cl)(=O)C(Cl)=O.[Cl:11][CH2:12][C:13]([NH:15][CH:16]([CH3:19])[CH2:17][OH:18])=[O:14].C(N(CC)CC)C. The catalyst is ClCCl. The product is [Cl:11][CH2:12][C:13]([NH:15][CH:16]([CH3:19])[CH:17]=[O:18])=[O:14]. The yield is 0.410.